From a dataset of Reaction yield outcomes from USPTO patents with 853,638 reactions. Predict the reaction yield, written as a fraction of the theoretical maximum amount of product (1.0 means a 100% yield; for example, 0.34 means a 34% yield). (1) The reactants are [CH2:1]([NH2:19])[CH2:2][CH2:3][CH2:4][CH2:5][CH2:6][CH2:7][CH2:8][CH2:9][CH2:10][CH2:11][CH2:12][CH2:13][CH2:14][CH2:15][CH2:16][CH2:17][CH3:18].[CH2:20]([NH:23][S:24](Cl)(=[O:26])=[O:25])[CH2:21][CH3:22]. No catalyst specified. The product is [CH2:1]([NH:19][S:24]([NH:23][CH2:20][CH2:21][CH3:22])(=[O:26])=[O:25])[CH2:2][CH2:3][CH2:4][CH2:5][CH2:6][CH2:7][CH2:8][CH2:9][CH2:10][CH2:11][CH2:12][CH2:13][CH2:14][CH2:15][CH2:16][CH2:17][CH3:18]. The yield is 0.310. (2) The reactants are [Br:1][C:2]1[CH:3]=[CH:4][C:5]([CH:8]=O)=[N:6][CH:7]=1.[NH2:10][C:11]1[CH:16]=[CH:15][CH:14]=[CH:13][CH:12]=1.[P:17]([O-:32])([O:25][C:26]1[CH:31]=[CH:30][CH:29]=[CH:28][CH:27]=1)[O:18][C:19]1[CH:24]=[CH:23][CH:22]=[CH:21][CH:20]=1.P([O-])([O-])[O-]. The catalyst is C(O)(C)C. The product is [Br:1][C:2]1[CH:3]=[CH:4][C:5]([CH:8]([P:17](=[O:32])([O:25][C:26]2[CH:31]=[CH:30][CH:29]=[CH:28][CH:27]=2)[O:18][C:19]2[CH:20]=[CH:21][CH:22]=[CH:23][CH:24]=2)[NH:10][C:11]2[CH:16]=[CH:15][CH:14]=[CH:13][CH:12]=2)=[N:6][CH:7]=1. The yield is 0.940. (3) The reactants are [CH3:1][C:2]1[N:3]=[C:4]([CH:7]([OH:12])[CH2:8][N+:9]([O-])=O)[S:5][CH:6]=1. The catalyst is [Pd].CO. The product is [NH2:9][CH2:8][CH:7]([C:4]1[S:5][CH:6]=[C:2]([CH3:1])[N:3]=1)[OH:12]. The yield is 0.340.